Task: Predict the reaction yield, written as a fraction of the theoretical maximum amount of product (1.0 means a 100% yield; for example, 0.34 means a 34% yield).. Dataset: Reaction yield outcomes from USPTO patents with 853,638 reactions (1) The reactants are [Br:1][C:2]1[CH:13]=[CH:12][C:5]([O:6][CH2:7][C:8](OC)=[O:9])=[C:4]([C:14]#[N:15])[CH:3]=1.[NH2:16][NH2:17]. The catalyst is CCO. The product is [Br:1][C:2]1[CH:13]=[CH:12][C:5]([O:6][CH2:7][C:8]([NH:16][NH2:17])=[O:9])=[C:4]([C:14]#[N:15])[CH:3]=1. The yield is 0.880. (2) The reactants are CO[C:3]([C:5]1[N:10]=[C:9]([N:11]2[CH2:15][CH2:14][CH2:13][CH:12]2[C:16]2[O:20][N:19]=[C:18]([C:21]3[CH:26]=[CH:25][CH:24]=[CH:23][N:22]=3)[CH:17]=2)[N:8]=[C:7]([NH:27][C:28]2[CH:32]=[C:31]([CH3:33])[NH:30][N:29]=2)[CH:6]=1)=[O:4].[NH:34]1[CH2:39][CH2:38][O:37][CH2:36][CH2:35]1. The catalyst is CO. The product is [O:37]1[CH2:38][CH2:39][N:34]([C:3]([C:5]2[N:10]=[C:9]([N:11]3[CH2:15][CH2:14][CH2:13][CH:12]3[C:16]3[O:20][N:19]=[C:18]([C:21]4[CH:26]=[CH:25][CH:24]=[CH:23][N:22]=4)[CH:17]=3)[N:8]=[C:7]([NH:27][C:28]3[CH:32]=[C:31]([CH3:33])[NH:30][N:29]=3)[CH:6]=2)=[O:4])[CH2:35][CH2:36]1. The yield is 0.520. (3) The reactants are [Cl:1][C:2]1[CH:7]=[CH:6][CH:5]=[C:4]([Cl:8])[C:3]=1[C:9]1[C:13]([CH2:14][O:15][C:16]2[CH:21]=[CH:20][C:19]([S:22][C:23]3[C:28]4[CH:29]=[C:30]([C:32]([O:34]C)=[O:33])[S:31][C:27]=4[CH:26]=[CH:25][CH:24]=3)=[CH:18][CH:17]=2)=[C:12]([CH:36]([CH3:38])[CH3:37])[O:11][N:10]=1.[OH-].[Li+].O1CCCC1. The catalyst is O1CCOCC1. The product is [Cl:1][C:2]1[CH:7]=[CH:6][CH:5]=[C:4]([Cl:8])[C:3]=1[C:9]1[C:13]([CH2:14][O:15][C:16]2[CH:17]=[CH:18][C:19]([S:22][C:23]3[C:28]4[CH:29]=[C:30]([C:32]([OH:34])=[O:33])[S:31][C:27]=4[CH:26]=[CH:25][CH:24]=3)=[CH:20][CH:21]=2)=[C:12]([CH:36]([CH3:38])[CH3:37])[O:11][N:10]=1. The yield is 0.440. (4) The reactants are [OH:1][CH2:2][C@@:3]([C:6]1[CH:24]=[CH:23][C:9]([C:10]([NH:12][C:13]2[N:18]=[CH:17][C:16]3[CH:19]=[CH:20][N:21]([CH3:22])[C:15]=3[CH:14]=2)=[O:11])=[CH:8][CH:7]=1)([OH:5])[CH3:4].C1C(=O)N([Cl:32])C(=O)C1. The yield is 0.210. The product is [Cl:32][C:19]1[C:16]2[CH:17]=[N:18][C:13]([NH:12][C:10](=[O:11])[C:9]3[CH:23]=[CH:24][C:6]([C@:3]([OH:5])([CH3:4])[CH2:2][OH:1])=[CH:7][CH:8]=3)=[CH:14][C:15]=2[N:21]([CH3:22])[CH:20]=1. The catalyst is CN(C=O)C. (5) The reactants are [Cl:1][C:2]1[CH:7]=[CH:6][C:5]([C:8]2[S:12][C:11]([C:13]([O:15]C)=O)=[C:10](/[N:17]=[CH:18]/[N:19]([CH3:21])C)[CH:9]=2)=[CH:4][CH:3]=1.[N:22]1([C:28]2[CH:34]=[CH:33]C(N)=[CH:30][CH:29]=2)[CH2:27][CH2:26][O:25][CH2:24][CH2:23]1. The catalyst is C(O)C. The product is [Cl:1][C:2]1[CH:3]=[CH:4][C:5]([C:8]2[S:12][C:11]3[C:13](=[O:15])[N:19]([C:21]4[CH:30]=[CH:29][C:28]([N:22]5[CH2:23][CH2:24][O:25][CH2:26][CH2:27]5)=[CH:34][CH:33]=4)[CH:18]=[N:17][C:10]=3[CH:9]=2)=[CH:6][CH:7]=1. The yield is 0.130. (6) The reactants are [CH3:1][CH:2](O)[CH3:3].[Bi](Br)(Br)Br.[OH:9][CH:10]([C:12]1[CH:21]=[CH:20][C:15]([C:16]([O:18][CH3:19])=[O:17])=[CH:14][CH:13]=1)[CH3:11]. The catalyst is ClC(Cl)(Cl)Cl. The product is [CH3:19][O:18][C:16](=[O:17])[C:15]1[CH:20]=[CH:21][C:12]([CH:10]([O:9][CH:2]([CH3:3])[CH3:1])[CH3:11])=[CH:13][CH:14]=1. The yield is 0.430. (7) The reactants are [Cl:1][C:2]1[C:7]([CH2:8]O)=[CH:6][CH:5]=[CH:4][N:3]=1.C1C=CC(P([N:24]=[N+:25]=[N-:26])(C2C=CC=CC=2)=O)=CC=1.C1CCN2C(=NCCC2)CC1.CCOC(C)=O. The catalyst is C1(C)C=CC=CC=1.Cl.CCOCC. The product is [N:24]([CH2:8][C:7]1[C:2]([Cl:1])=[N:3][CH:4]=[CH:5][CH:6]=1)=[N+:25]=[N-:26]. The yield is 0.770.